This data is from Catalyst prediction with 721,799 reactions and 888 catalyst types from USPTO. The task is: Predict which catalyst facilitates the given reaction. (1) Reactant: C(NB)(C)(C)C.[Al+3].[Cl-].[Cl-].[Cl-].[Br:11][C:12]1[C:16]2[C:17](=O)[CH:18]3[CH:22]([C:15]=2[S:14][CH:13]=1)[CH2:21][N:20]([CH:23]([C:25]1[CH:30]=[CH:29][CH:28]=[CH:27][CH:26]=1)[CH3:24])[CH2:19]3.B.[Al+3].[Cl-].[Cl-].[Cl-]. Product: [Br:11][C:12]1[C:16]2[CH2:17][CH:18]3[CH:22]([C:15]=2[S:14][CH:13]=1)[CH2:21][N:20]([CH:23]([C:25]1[CH:30]=[CH:29][CH:28]=[CH:27][CH:26]=1)[CH3:24])[CH2:19]3. The catalyst class is: 4. (2) Reactant: [C:1]([O:5][C:6]([N:8]1[CH2:13][CH2:12][CH:11]([CH2:14][CH2:15][OH:16])[CH2:10][CH2:9]1)=[O:7])([CH3:4])([CH3:3])[CH3:2].[H-].[Na+].[N+:19]([C:22]1[CH:29]=[CH:28][CH:27]=[C:26]([N+]([O-])=O)[C:23]=1[C:24]#[N:25])([O-:21])=[O:20]. Product: [C:1]([O:5][C:6]([N:8]1[CH2:13][CH2:12][CH:11]([CH2:14][CH2:15][O:16][C:26]2[CH:27]=[CH:28][CH:29]=[C:22]([N+:19]([O-:21])=[O:20])[C:23]=2[C:24]#[N:25])[CH2:10][CH2:9]1)=[O:7])([CH3:4])([CH3:3])[CH3:2]. The catalyst class is: 3. (3) Reactant: [Cl:1][C:2]1[CH:7]=[CH:6][C:5]([Cl:8])=[CH:4][C:3]=1[C:9]1[CH:14]=[CH:13][N:12]([CH:15]([CH2:19][C:20]2[CH:25]=[CH:24][CH:23]=[CH:22][CH:21]=2)[C:16]([OH:18])=O)[C:11](=[O:26])[CH:10]=1.O.Cl.[NH2:29][CH2:30][C:31]([C:33]1[CH:38]=[CH:37][C:36]([N+:39]([O-:41])=[O:40])=[CH:35][CH:34]=1)=[O:32].Cl.CN(C)CCCN=C=NCC.Cl. Product: [Cl:1][C:2]1[CH:7]=[CH:6][C:5]([Cl:8])=[CH:4][C:3]=1[C:9]1[CH:14]=[CH:13][N:12]([CH:15]([CH2:19][C:20]2[CH:25]=[CH:24][CH:23]=[CH:22][CH:21]=2)[C:16]([NH:29][CH2:30][C:31]([C:33]2[CH:34]=[CH:35][C:36]([N+:39]([O-:41])=[O:40])=[CH:37][CH:38]=2)=[O:32])=[O:18])[C:11](=[O:26])[CH:10]=1. The catalyst class is: 17. (4) Reactant: [CH3:1][O:2][C:3]1[CH:4]=[C:5]([CH2:11][C:12](N(OC)C)=[O:13])[CH:6]=[CH:7][C:8]=1[O:9][CH3:10].[CH:18]1([Mg]Br)[CH2:20][CH2:19]1. Product: [CH:18]1([C:12](=[O:13])[CH2:11][C:5]2[CH:6]=[CH:7][C:8]([O:9][CH3:10])=[C:3]([O:2][CH3:1])[CH:4]=2)[CH2:20][CH2:19]1. The catalyst class is: 1. (5) Reactant: [Br:1][C:2]1[N:6]([CH:7]2[CH2:12][CH2:11][N:10]([C:13]([O:15][CH:16]([CH3:18])[CH3:17])=[O:14])[CH2:9][CH2:8]2)[N:5]=[CH:4][C:3]=1[C:19](OCC)=[O:20].CO.[OH-].[Na+]. Product: [Br:1][C:2]1[N:6]([CH:7]2[CH2:12][CH2:11][N:10]([C:13]([O:15][CH:16]([CH3:18])[CH3:17])=[O:14])[CH2:9][CH2:8]2)[N:5]=[CH:4][C:3]=1[CH2:19][OH:20]. The catalyst class is: 54.